From a dataset of Full USPTO retrosynthesis dataset with 1.9M reactions from patents (1976-2016). Predict the reactants needed to synthesize the given product. (1) The reactants are: [CH3:1][N:2]([C:6]1[CH:11]=[CH:10][CH:9]=[CH:8][CH:7]=1)[CH2:3][CH2:4][OH:5].[CH:12]1[CH:17]=[C:16]([CH2:18][C:19](O)=[O:20])[C:15]([NH:22][C:23]2[C:28]([Cl:29])=[CH:27][CH:26]=[CH:25][C:24]=2[Cl:30])=[CH:14][CH:13]=1.ClCCl. Given the product [Cl:29][C:28]1[CH:27]=[CH:26][CH:25]=[C:24]([Cl:30])[C:23]=1[NH:22][C:15]1[CH:14]=[CH:13][CH:12]=[CH:17][C:16]=1[CH2:18][C:19]([O:5][CH2:4][CH2:3][N:2]([CH3:1])[C:6]1[CH:11]=[CH:10][CH:9]=[CH:8][CH:7]=1)=[O:20], predict the reactants needed to synthesize it. (2) Given the product [ClH:28].[CH3:1][S:2]([C:5]1[CH:10]=[CH:9][C:8]([N:11]2[CH2:12][CH2:13][NH:14][CH2:15][CH2:16]2)=[CH:7][C:6]=1[NH:17][C:18]1[C:27]2[C:22](=[CH:23][CH:24]=[CH:25][CH:26]=2)[CH:21]=[CH:20][CH:19]=1)(=[O:3])=[O:4], predict the reactants needed to synthesize it. The reactants are: [CH3:1][S:2]([C:5]1[CH:10]=[CH:9][C:8]([N:11]2[CH2:16][CH2:15][NH:14][CH2:13][CH2:12]2)=[CH:7][C:6]=1[NH:17][C:18]1[C:27]2[C:22](=[CH:23][CH:24]=[CH:25][CH:26]=2)[CH:21]=[CH:20][CH:19]=1)(=[O:4])=[O:3].[ClH:28]. (3) The reactants are: [C:1]([O:5][C:6](=[O:32])[CH2:7][CH2:8][C:9]1[CH:14]=[CH:13][C:12]([O:15][CH2:16][CH2:17][C:18]2[N:19]=[C:20]([C:24]3[CH:29]=[CH:28][CH:27]=[CH:26][CH:25]=3)[O:21][C:22]=2[CH3:23])=[CH:11][C:10]=1[CH2:30][OH:31])([CH3:4])([CH3:3])[CH3:2].[CH3:33]I.[H-].[Na+]. Given the product [C:1]([O:5][C:6](=[O:32])[CH2:7][CH2:8][C:9]1[CH:14]=[CH:13][C:12]([O:15][CH2:16][CH2:17][C:18]2[N:19]=[C:20]([C:24]3[CH:25]=[CH:26][CH:27]=[CH:28][CH:29]=3)[O:21][C:22]=2[CH3:23])=[CH:11][C:10]=1[CH2:30][O:31][CH3:33])([CH3:4])([CH3:2])[CH3:3], predict the reactants needed to synthesize it. (4) Given the product [S:33](=[O:36])(=[O:35])([O:31][C:27]1[CH:28]=[CH:29][CH:30]=[C:25]([C:23]2[N:22]=[CH:21][N:20]([C:18](=[O:19])[N:17]([CH:14]3[CH2:13][CH2:12][N:11]([CH2:10][C:8]4[CH:7]=[CH:6][C:5]5[O:1][CH2:2][O:3][C:4]=5[CH:9]=4)[CH2:16][CH2:15]3)[CH3:32])[CH:24]=2)[CH:26]=1)[NH2:34], predict the reactants needed to synthesize it. The reactants are: [O:1]1[C:5]2[CH:6]=[CH:7][C:8]([CH2:10][N:11]3[CH2:16][CH2:15][CH:14]([N:17]([CH3:32])[C:18]([N:20]4[CH:24]=[C:23]([C:25]5[CH:30]=[CH:29][CH:28]=[C:27]([OH:31])[CH:26]=5)[N:22]=[CH:21]4)=[O:19])[CH2:13][CH2:12]3)=[CH:9][C:4]=2[O:3][CH2:2]1.[S:33](Cl)(=[O:36])(=[O:35])[NH2:34].ClCCl.CO. (5) Given the product [F:41][CH:39]([F:40])[C:23]1[C:24]([F:38])=[C:25]([S:28](=[O:29])(=[O:30])[NH:31][C@@H:32]([CH3:37])[C:33]([F:36])([F:35])[F:34])[CH:26]=[CH:27][C:22]=1[C:7]1[S:6][C:5]([C:8]2[CH:12]=[C:11]([CH2:13][C:14]([CH3:20])([CH3:19])[C:15]([O:17][CH3:18])=[O:16])[O:10][N:9]=2)=[N:4][C:3]=1[CH2:2][OH:1], predict the reactants needed to synthesize it. The reactants are: [OH:1][CH2:2][C:3]1[N:4]=[C:5]([C:8]2[CH:12]=[C:11]([CH2:13][C:14]([CH3:20])([CH3:19])[C:15]([O:17][CH3:18])=[O:16])[O:10][N:9]=2)[S:6][CH:7]=1.Br[C:22]1[CH:27]=[CH:26][C:25]([S:28]([NH:31][C@@H:32]([CH3:37])[C:33]([F:36])([F:35])[F:34])(=[O:30])=[O:29])=[C:24]([F:38])[C:23]=1[CH:39]([F:41])[F:40].C([O-])([O-])=O.[Na+].[Na+].P(C1CCCCC1)(C1CCCCC1)C1CCCCC1.[H+].[B-](F)(F)(F)F.C(O)(C(C)(C)C)=O. (6) Given the product [C:1]([O:5][C:6]([N:8]1[CH2:9][CH2:10][CH:11]([CH2:14][NH:15][C:16]2[C:21]([O:22][CH3:23])=[N:20][C:19]([Br:30])=[CH:18][N:17]=2)[CH2:12][CH2:13]1)=[O:7])([CH3:4])([CH3:3])[CH3:2], predict the reactants needed to synthesize it. The reactants are: [C:1]([O:5][C:6]([N:8]1[CH2:13][CH2:12][CH:11]([CH2:14][NH:15][C:16]2[C:21]([O:22][CH3:23])=[N:20][CH:19]=[CH:18][N:17]=2)[CH2:10][CH2:9]1)=[O:7])([CH3:4])([CH3:3])[CH3:2].N1C=CC=CC=1.[Br:30]Br.